This data is from NCI-60 drug combinations with 297,098 pairs across 59 cell lines. The task is: Regression. Given two drug SMILES strings and cell line genomic features, predict the synergy score measuring deviation from expected non-interaction effect. (1) Drug 1: CCC(=C(C1=CC=CC=C1)C2=CC=C(C=C2)OCCN(C)C)C3=CC=CC=C3.C(C(=O)O)C(CC(=O)O)(C(=O)O)O. Drug 2: B(C(CC(C)C)NC(=O)C(CC1=CC=CC=C1)NC(=O)C2=NC=CN=C2)(O)O. Cell line: M14. Synergy scores: CSS=85.9, Synergy_ZIP=6.61, Synergy_Bliss=2.59, Synergy_Loewe=-8.41, Synergy_HSA=5.64. (2) Drug 1: C1CCN(CC1)CCOC2=CC=C(C=C2)C(=O)C3=C(SC4=C3C=CC(=C4)O)C5=CC=C(C=C5)O. Drug 2: CN(C)C1=NC(=NC(=N1)N(C)C)N(C)C. Cell line: SN12C. Synergy scores: CSS=6.99, Synergy_ZIP=-2.24, Synergy_Bliss=-4.92, Synergy_Loewe=-11.1, Synergy_HSA=-4.19. (3) Drug 1: C(CC(=O)O)C(=O)CN.Cl. Drug 2: C1CN(P(=O)(OC1)NCCCl)CCCl. Cell line: KM12. Synergy scores: CSS=1.57, Synergy_ZIP=-6.35, Synergy_Bliss=-8.72, Synergy_Loewe=-11.5, Synergy_HSA=-8.75. (4) Drug 1: CS(=O)(=O)OCCCCOS(=O)(=O)C. Drug 2: COCCOC1=C(C=C2C(=C1)C(=NC=N2)NC3=CC=CC(=C3)C#C)OCCOC.Cl. Cell line: SN12C. Synergy scores: CSS=10.2, Synergy_ZIP=-5.65, Synergy_Bliss=-0.695, Synergy_Loewe=3.13, Synergy_HSA=3.60. (5) Drug 1: C1=NC2=C(N=C(N=C2N1C3C(C(C(O3)CO)O)O)F)N. Drug 2: CN1C2=C(C=C(C=C2)N(CCCl)CCCl)N=C1CCCC(=O)O.Cl. Cell line: CCRF-CEM. Synergy scores: CSS=68.5, Synergy_ZIP=-1.82, Synergy_Bliss=-3.60, Synergy_Loewe=-27.4, Synergy_HSA=-2.15. (6) Drug 1: C1CCN(CC1)CCOC2=CC=C(C=C2)C(=O)C3=C(SC4=C3C=CC(=C4)O)C5=CC=C(C=C5)O. Drug 2: C1C(C(OC1N2C=NC3=C(N=C(N=C32)Cl)N)CO)O. Cell line: HT29. Synergy scores: CSS=3.02, Synergy_ZIP=-1.13, Synergy_Bliss=1.48, Synergy_Loewe=-10.6, Synergy_HSA=-2.57.